From a dataset of Catalyst prediction with 721,799 reactions and 888 catalyst types from USPTO. Predict which catalyst facilitates the given reaction. (1) Product: [OH:31][C:28]1[CH:29]=[CH:30][C:25]([CH2:11][CH2:12][NH:8][C:1]([NH:3][NH:14][C:13]([O:17][C:18]([CH3:21])([CH3:20])[CH3:19])=[O:16])=[O:2])=[CH:26][CH:27]=1. Reactant: [C:1]([N:8]1[CH:12]=[CH:11]N=C1)([N:3]1C=CN=C1)=[O:2].[C:13]([O:17][C:18]([CH3:21])([CH3:20])[CH3:19])(=[O:16])[NH:14]N.NCC[C:25]1[CH:30]=[CH:29][C:28]([OH:31])=[CH:27][CH:26]=1.O. The catalyst class is: 7. (2) The catalyst class is: 137. Product: [Br:1][C:2]1[CH:7]=[CH:6][C:5]([C@@H:8]([NH:10][C:11]([C:13]2[CH:14]=[C:15]3[C:19](=[CH:20][CH:21]=2)[N:18]([CH2:22][C:23]2[CH:28]=[CH:27][C:26]([C:29]4[C:30]([C:35]([OH:37])=[O:36])=[CH:31][CH:32]=[CH:33][CH:34]=4)=[CH:25][CH:24]=2)[C:17]([CH3:42])=[C:16]3[CH3:43])=[O:12])[CH3:9])=[CH:4][CH:3]=1. Reactant: [Br:1][C:2]1[CH:7]=[CH:6][C:5]([C@@H:8]([NH:10][C:11]([C:13]2[CH:14]=[C:15]3[C:19](=[CH:20][CH:21]=2)[N:18]([CH2:22][C:23]2[CH:28]=[CH:27][C:26]([C:29]4[C:30]([C:35]([O:37]C(C)(C)C)=[O:36])=[CH:31][CH:32]=[CH:33][CH:34]=4)=[CH:25][CH:24]=2)[C:17]([CH3:42])=[C:16]3[CH3:43])=[O:12])[CH3:9])=[CH:4][CH:3]=1. (3) Reactant: [N:1]1[CH:6]=[CH:5][CH:4]=[CH:3][C:2]=1[CH2:7][C:8]([O:10][CH2:11][CH3:12])=[O:9].[N:13]([O-])=[O:14].[Na+]. Product: [OH:14][N:13]=[C:7]([C:2]1[CH:3]=[CH:4][CH:5]=[CH:6][N:1]=1)[C:8]([O:10][CH2:11][CH3:12])=[O:9]. The catalyst class is: 86. (4) Reactant: Br[C:2]1[C:3]([F:17])=[C:4]2[O:8][C:7]([CH:9]3[CH2:11][CH2:10]3)=[N:6][C:5]2=[C:12]([C:15]#[N:16])[C:13]=1[CH3:14].[C:18]1(B(O)O)[CH:23]=[CH:22][CH:21]=[CH:20][CH:19]=1.P([O-])([O-])([O-])=O.[K+].[K+].[K+].[Cl-].[NH4+]. Product: [CH:9]1([C:7]2[O:8][C:4]3[C:5](=[C:12]([C:15]#[N:16])[C:13]([CH3:14])=[C:2]([C:18]4[CH:23]=[CH:22][CH:21]=[CH:20][CH:19]=4)[C:3]=3[F:17])[N:6]=2)[CH2:11][CH2:10]1. The catalyst class is: 77.